Dataset: Reaction yield outcomes from USPTO patents with 853,638 reactions. Task: Predict the reaction yield, written as a fraction of the theoretical maximum amount of product (1.0 means a 100% yield; for example, 0.34 means a 34% yield). The reactants are [Br:1][C:2]1[CH:7]=[CH:6][CH:5]=[C:4]([NH:8][C:9]([NH:11]C(=O)C2C=CC=CC=2)=[S:10])[N:3]=1.[OH-].[Na+].Cl.C(=O)(O)[O-].[K+]. No catalyst specified. The product is [Br:1][C:2]1[N:3]=[C:4]([NH:8][C:9]([NH2:11])=[S:10])[CH:5]=[CH:6][CH:7]=1. The yield is 0.940.